Dataset: Forward reaction prediction with 1.9M reactions from USPTO patents (1976-2016). Task: Predict the product of the given reaction. Given the reactants [Cl:1][C:2]1[CH:19]=[CH:18][C:5]([O:6][CH2:7][C:8]([N:10]2[CH2:15][C@H:14]([CH3:16])[NH:13][C@H:12]([CH3:17])[CH2:11]2)=[O:9])=[CH:4][CH:3]=1.[F:20][C:21]1[CH:28]=[CH:27][C:24]([CH2:25]Br)=[CH:23][CH:22]=1.C(N(C(C)C)CC)(C)C.[I-].[Na+], predict the reaction product. The product is: [Cl:1][C:2]1[CH:3]=[CH:4][C:5]([O:6][CH2:7][C:8]([N:10]2[CH2:11][C@H:12]([CH3:17])[N:13]([CH2:25][C:24]3[CH:27]=[CH:28][C:21]([F:20])=[CH:22][CH:23]=3)[C@H:14]([CH3:16])[CH2:15]2)=[O:9])=[CH:18][CH:19]=1.